The task is: Predict the reactants needed to synthesize the given product.. This data is from Full USPTO retrosynthesis dataset with 1.9M reactions from patents (1976-2016). (1) Given the product [C:5]([CH:11]1[C:12]2[C:13](=[CH:17][CH:18]=[C:19]([O:21][CH3:22])[CH:20]=2)[C:14](=[O:15])[O:16][C:8]1=[O:10])(=[O:6])[CH3:2], predict the reactants needed to synthesize it. The reactants are: N[C@H:2]([C:5](O)=[O:6])C[SeH].[C:8]([CH2:11][C:12]1[CH:20]=[C:19]([O:21][CH3:22])[CH:18]=[CH:17][C:13]=1[C:14]([OH:16])=[O:15])([OH:10])=O.C(OC(=O)C)(=O)C. (2) Given the product [CH2:1]([O:3][C:4]([N:6]1[CH2:12][CH:11]([NH:13][C:31]([C:26]2[CH:27]=[CH:28][CH:29]=[CH:30][N:25]=2)=[O:32])[C:10]2=[N:14][C:15]([C:19]3[CH:24]=[CH:23][N:22]=[CH:21][N:20]=3)=[CH:16][C:17](=[O:18])[N:9]2[CH2:8][CH2:7]1)=[O:5])[CH3:2], predict the reactants needed to synthesize it. The reactants are: [CH2:1]([O:3][C:4]([N:6]1[CH2:12][CH:11]([NH2:13])[C:10]2=[N:14][C:15]([C:19]3[CH:24]=[CH:23][N:22]=[CH:21][N:20]=3)=[CH:16][C:17](=[O:18])[N:9]2[CH2:8][CH2:7]1)=[O:5])[CH3:2].[N:25]1[CH:30]=[CH:29][CH:28]=[CH:27][C:26]=1[C:31](O)=[O:32].C(P(=O)(OCC)OCC)#N.C(N(CC)CC)C. (3) Given the product [CH3:30][NH:29][C:27]([NH:26][C:23]1[CH:22]=[CH:21][C:20]([C:10]2[N:11]=[C:12]([N:14]3[CH2:15][CH2:16][O:17][CH2:18][CH2:19]3)[N:13]=[C:8]([C:5]3[CH:4]=[CH:3][C:2]([NH:1][C:38](=[O:46])[NH:37][C:34]4[CH:33]=[CH:32][N:31]=[CH:36][CH:35]=4)=[CH:7][CH:6]=3)[N:9]=2)=[CH:25][CH:24]=1)=[O:28], predict the reactants needed to synthesize it. The reactants are: [NH2:1][C:2]1[CH:7]=[CH:6][C:5]([C:8]2[N:13]=[C:12]([N:14]3[CH2:19][CH2:18][O:17][CH2:16][CH2:15]3)[N:11]=[C:10]([C:20]3[CH:25]=[CH:24][C:23]([NH:26][C:27]([NH:29][CH3:30])=[O:28])=[CH:22][CH:21]=3)[N:9]=2)=[CH:4][CH:3]=1.[N:31]1[CH:36]=[CH:35][C:34]([NH:37][C:38](=[O:46])OC2C=CC=CC=2)=[CH:33][CH:32]=1. (4) Given the product [Cl:13][C:9]1[CH:8]=[CH:7][N:6]=[CH:5][C:4]=1[N+:1]([O-:3])=[O:2], predict the reactants needed to synthesize it. The reactants are: [N+:1]([C:4]1[CH:5]=[N:6][CH:7]=[CH:8][C:9]=1O)([O-:3])=[O:2].O=P(Cl)(Cl)[Cl:13]. (5) Given the product [CH3:1][N:2]([CH2:31][CH:32]1[CH2:36][CH2:35][CH2:34][O:33]1)[S:3]([C:6]1[CH:11]=[CH:10][C:9]([C:12]2[CH:13]=[C:14]3[N:20]=[C:19]([CH2:21][CH2:22][CH:23]4[CH2:29][CH2:28][CH2:27][CH2:26][C:25](=[S:46])[NH:24]4)[NH:18][C:15]3=[N:16][CH:17]=2)=[CH:8][CH:7]=1)(=[O:5])=[O:4], predict the reactants needed to synthesize it. The reactants are: [CH3:1][N:2]([CH2:31][CH:32]1[CH2:36][CH2:35][CH2:34][O:33]1)[S:3]([C:6]1[CH:11]=[CH:10][C:9]([C:12]2[CH:13]=[C:14]3[N:20]=[C:19]([CH2:21][CH2:22][CH:23]4[CH2:29][CH2:28][CH2:27][CH2:26][C:25](=O)[NH:24]4)[NH:18][C:15]3=[N:16][CH:17]=2)=[CH:8][CH:7]=1)(=[O:5])=[O:4].COC1C=CC(P2(SP(C3C=CC(OC)=CC=3)(=S)S2)=[S:46])=CC=1. (6) Given the product [CH2:35]([NH:37][C:38](=[O:39])[O:14][CH2:13][CH2:12][N:11]([C:8]1[CH:7]=[C:6]([CH:16]([S:25]([C:28]2[CH:29]=[CH:30][C:31]([Cl:34])=[CH:32][CH:33]=2)(=[O:27])=[O:26])[C:17]2[CH:22]=[C:21]([F:23])[CH:20]=[CH:19][C:18]=2[F:24])[C:5]([Cl:4])=[CH:10][N:9]=1)[CH3:15])[CH3:36], predict the reactants needed to synthesize it. The reactants are: C(Cl)Cl.[Cl:4][C:5]1[C:6]([CH:16]([S:25]([C:28]2[CH:33]=[CH:32][C:31]([Cl:34])=[CH:30][CH:29]=2)(=[O:27])=[O:26])[C:17]2[CH:22]=[C:21]([F:23])[CH:20]=[CH:19][C:18]=2[F:24])=[CH:7][C:8]([N:11]([CH3:15])[CH2:12][CH2:13][OH:14])=[N:9][CH:10]=1.[CH2:35]([N:37]=[C:38]=[O:39])[CH3:36]. (7) Given the product [O:33]1[CH2:34][CH2:35][N:30]([C:26]2[O:25][C:24]3[C:20]([C:2]4[CH:18]=[CH:17][C:5]([C:6]([O:8][CH2:9][CH2:10][N:11]5[CH2:16][CH2:15][O:14][CH2:13][CH2:12]5)=[O:7])=[CH:4][CH:3]=4)=[CH:21][S:22][C:23]=3[C:28](=[O:29])[CH:27]=2)[CH2:31][CH2:32]1, predict the reactants needed to synthesize it. The reactants are: I[C:2]1[CH:18]=[CH:17][C:5]([C:6]([O:8][CH2:9][CH2:10][N:11]2[CH2:16][CH2:15][O:14][CH2:13][CH2:12]2)=[O:7])=[CH:4][CH:3]=1.Br[C:20]1[C:24]2[O:25][C:26]([N:30]3[CH2:35][CH2:34][O:33][CH2:32][CH2:31]3)=[CH:27][C:28](=[O:29])[C:23]=2[S:22][CH:21]=1.B1(B2OC(C)(C)C(C)(C)O2)OC(C)(C)C(C)(C)O1.C(=O)([O-])[O-].[Cs+].[Cs+]. (8) Given the product [CH2:9]([C:39]1[CH:40]=[CH:41][C:42]([O:45][CH3:46])=[N:43][CH:44]=1)[C:8]1[CH:7]=[CH:6][CH:5]=[CH:4][CH:3]=1, predict the reactants needed to synthesize it. The reactants are: CO[C:3]1[CH:4]=[CH:5][CH:6]=[C:7](OC)[C:8]=1[C:9]1C=CC=CC=1P(C1CCCCC1)C1CCCCC1.P([O-])([O-])([O-])=O.[K+].[K+].[K+].Br[C:39]1[CH:40]=[CH:41][C:42]([O:45][CH3:46])=[N:43][CH:44]=1.C(B1C2CCCC1CCC2)C1C=CC=CC=1.C1COCC1. (9) Given the product [C:22]([NH:21][C:19]1[N:20]=[C:11]([NH:10][C:2]2[CH:7]=[CH:6][C:5]([O:8][CH3:9])=[CH:4][N:3]=2)[CH:12]=[C:13]2[C:18]=1[C:17](=[O:26])[N:16]([CH2:27][CH2:28][OH:29])[CH:15]=[CH:14]2)([CH3:25])([CH3:23])[CH3:24], predict the reactants needed to synthesize it. The reactants are: Br[C:2]1[CH:7]=[CH:6][C:5]([O:8][CH3:9])=[CH:4][N:3]=1.[NH2:10][C:11]1[CH:12]=[C:13]2[C:18](=[C:19]([NH:21][C:22]([CH3:25])([CH3:24])[CH3:23])[N:20]=1)[C:17](=[O:26])[N:16]([CH2:27][CH2:28][OH:29])[CH:15]=[CH:14]2.C1C=CC(P(C2C(C3C(P(C4C=CC=CC=4)C4C=CC=CC=4)=CC=C4C=3C=CC=C4)=C3C(C=CC=C3)=CC=2)C2C=CC=CC=2)=CC=1.CC([O-])(C)C.[Na+].